Dataset: Peptide-MHC class II binding affinity with 134,281 pairs from IEDB. Task: Regression. Given a peptide amino acid sequence and an MHC pseudo amino acid sequence, predict their binding affinity value. This is MHC class II binding data. (1) The MHC is DRB1_0101 with pseudo-sequence DRB1_0101. The binding affinity (normalized) is 0.240. The peptide sequence is QISGVDLGLPNWGKY. (2) The peptide sequence is PGDSLAEVELRQHGS. The MHC is HLA-DQA10101-DQB10501 with pseudo-sequence HLA-DQA10101-DQB10501. The binding affinity (normalized) is 0.0517. (3) The peptide sequence is GELQIVDKIPAAFKI. The MHC is DRB1_0802 with pseudo-sequence DRB1_0802. The binding affinity (normalized) is 0.607. (4) The peptide sequence is TPVNIIGRNLLTQIG. The MHC is DRB1_0401 with pseudo-sequence DRB1_0401. The binding affinity (normalized) is 0.197. (5) The binding affinity (normalized) is 0.593. The peptide sequence is SYSLIRPKILSMINYYNE. The MHC is DRB1_0101 with pseudo-sequence DRB1_0101.